From a dataset of Forward reaction prediction with 1.9M reactions from USPTO patents (1976-2016). Predict the product of the given reaction. (1) The product is: [F:1][C:2]1[CH:10]=[C:9]2[C:5]([CH:6]=[N:7][NH:8]2)=[CH:4][C:3]=1[C:11](=[NH:12])[NH:19][OH:20]. Given the reactants [F:1][C:2]1[CH:10]=[C:9]2[C:5]([CH:6]=[N:7][NH:8]2)=[CH:4][C:3]=1[C:11]#[N:12].C(=O)(O)[O-].[Na+].Cl.[NH2:19][OH:20], predict the reaction product. (2) Given the reactants [NH:1]1[C:9]2[C:4](=[CH:5][C:6]([C:10]3[C:18]4[C:17]([NH2:19])=[N:16][CH:15]=[N:14][C:13]=4[O:12][CH:11]=3)=[CH:7][CH:8]=2)[CH2:3][CH2:2]1.CN(C(ON1N=NC2C=CC=NC1=2)=[N+](C)C)C.F[P-](F)(F)(F)(F)F.CCN(C(C)C)C(C)C.[F:53][C:54]1[CH:55]=[C:56]([CH2:64][C:65](O)=[O:66])[CH:57]=[C:58]([C:60]([F:63])([F:62])[F:61])[CH:59]=1, predict the reaction product. The product is: [F:53][C:54]1[CH:55]=[C:56]([CH2:64][C:65]([N:1]2[C:9]3[C:4](=[CH:5][C:6]([C:10]4[C:18]5[C:17]([NH2:19])=[N:16][CH:15]=[N:14][C:13]=5[O:12][CH:11]=4)=[CH:7][CH:8]=3)[CH2:3][CH2:2]2)=[O:66])[CH:57]=[C:58]([C:60]([F:62])([F:63])[F:61])[CH:59]=1. (3) Given the reactants [C:1]1([N:7]2[C:11]3[C:12]4[C:17]([S:18](=[O:21])(=[O:20])[CH2:19][C:10]=3[C:9]([C:23]([O:25][CH2:26][CH3:27])=[O:24])=[N:8]2)=[CH:16][CH:15]=[N+:14]([O-])[CH:13]=4)[CH:6]=[CH:5][CH:4]=[CH:3][CH:2]=1, predict the reaction product. The product is: [C:1]1([N:7]2[C:11]3[C:12]4[C:17]([S:18](=[O:20])(=[O:21])[CH2:19][C:10]=3[C:9]([C:23]([O:25][CH2:26][CH3:27])=[O:24])=[N:8]2)=[CH:16][CH:15]=[N:14][CH:13]=4)[CH:2]=[CH:3][CH:4]=[CH:5][CH:6]=1. (4) Given the reactants [CH2:1]([O:8][N:9]1[C:14](=[O:15])[CH:13]=[C:12](OS(C(F)(F)F)(=O)=O)[C:11]([C:24]([O:26][CH2:27][CH3:28])=[O:25])=[CH:10]1)[C:2]1[CH:7]=[CH:6][CH:5]=[CH:4][CH:3]=1.[F:29][C:30]1[CH:36]=[CH:35][C:33]([NH2:34])=[C:32]([CH3:37])[CH:31]=1, predict the reaction product. The product is: [CH2:1]([O:8][N:9]1[C:14](=[O:15])[CH:13]=[C:12]([NH:34][C:33]2[CH:35]=[CH:36][C:30]([F:29])=[CH:31][C:32]=2[CH3:37])[C:11]([C:24]([O:26][CH2:27][CH3:28])=[O:25])=[CH:10]1)[C:2]1[CH:3]=[CH:4][CH:5]=[CH:6][CH:7]=1. (5) Given the reactants [CH3:1]C(C)([O-])C.[K+].[I-].C[S+](C)(C)=O.[O:13]1[CH2:18][CH2:17][CH2:16][O:15][CH:14]1[C:19]1[CH:24]=[CH:23][C:22]([C:25]2[S:26][C:27]3[C:32]([N:33]=2)=[CH:31][CH:30]=[C:29]([C:34]([C:36]2[CH:41]=[CH:40][CH:39]=[CH:38][CH:37]=2)=[CH2:35])[N:28]=3)=[C:21]([F:42])[CH:20]=1.O, predict the reaction product. The product is: [O:15]1[CH2:16][CH2:17][CH2:18][O:13][CH:14]1[C:19]1[CH:24]=[CH:23][C:22]([C:25]2[S:26][C:27]3[C:32]([N:33]=2)=[CH:31][CH:30]=[C:29]([C:34]2([C:36]4[CH:37]=[CH:38][CH:39]=[CH:40][CH:41]=4)[CH2:1][CH2:35]2)[N:28]=3)=[C:21]([F:42])[CH:20]=1. (6) Given the reactants C[O:2][C:3]1[CH:8]=[CH:7][C:6]([C:9]23[CH2:18][CH:13]4[CH2:14][CH:15]([CH2:17][CH:11]([CH2:12]4)[CH2:10]2)[CH2:16]3)=[CH:5][C:4]=1[CH3:19].B(Br)(Br)Br, predict the reaction product. The product is: [C:9]12([C:6]3[CH:7]=[CH:8][C:3]([OH:2])=[C:4]([CH3:19])[CH:5]=3)[CH2:10][CH:11]3[CH2:12][CH:13]([CH2:14][CH:15]([CH2:17]3)[CH2:16]1)[CH2:18]2.